The task is: Regression. Given two drug SMILES strings and cell line genomic features, predict the synergy score measuring deviation from expected non-interaction effect.. This data is from NCI-60 drug combinations with 297,098 pairs across 59 cell lines. (1) Drug 1: COC1=CC(=CC(=C1O)OC)C2C3C(COC3=O)C(C4=CC5=C(C=C24)OCO5)OC6C(C(C7C(O6)COC(O7)C8=CC=CS8)O)O. Drug 2: CC1C(C(CC(O1)OC2CC(OC(C2O)C)OC3=CC4=CC5=C(C(=O)C(C(C5)C(C(=O)C(C(C)O)O)OC)OC6CC(C(C(O6)C)O)OC7CC(C(C(O7)C)O)OC8CC(C(C(O8)C)O)(C)O)C(=C4C(=C3C)O)O)O)O. Cell line: SNB-75. Synergy scores: CSS=14.5, Synergy_ZIP=-4.04, Synergy_Bliss=2.59, Synergy_Loewe=3.75, Synergy_HSA=3.48. (2) Drug 1: CCC1(CC2CC(C3=C(CCN(C2)C1)C4=CC=CC=C4N3)(C5=C(C=C6C(=C5)C78CCN9C7C(C=CC9)(C(C(C8N6C)(C(=O)OC)O)OC(=O)C)CC)OC)C(=O)OC)O.OS(=O)(=O)O. Drug 2: CC(C)(C#N)C1=CC(=CC(=C1)CN2C=NC=N2)C(C)(C)C#N. Cell line: CCRF-CEM. Synergy scores: CSS=-5.08, Synergy_ZIP=3.65, Synergy_Bliss=4.85, Synergy_Loewe=-4.54, Synergy_HSA=-3.20. (3) Drug 1: CC1=C2C(C(=O)C3(C(CC4C(C3C(C(C2(C)C)(CC1OC(=O)C(C(C5=CC=CC=C5)NC(=O)OC(C)(C)C)O)O)OC(=O)C6=CC=CC=C6)(CO4)OC(=O)C)OC)C)OC. Drug 2: C1=CC(=C2C(=C1NCCNCCO)C(=O)C3=C(C=CC(=C3C2=O)O)O)NCCNCCO. Cell line: NCI-H226. Synergy scores: CSS=45.3, Synergy_ZIP=-6.91, Synergy_Bliss=-8.44, Synergy_Loewe=-1.96, Synergy_HSA=0.0233. (4) Drug 1: C1=CN(C(=O)N=C1N)C2C(C(C(O2)CO)O)O.Cl. Drug 2: CC1C(C(CC(O1)OC2CC(OC(C2O)C)OC3=CC4=CC5=C(C(=O)C(C(C5)C(C(=O)C(C(C)O)O)OC)OC6CC(C(C(O6)C)O)OC7CC(C(C(O7)C)O)OC8CC(C(C(O8)C)O)(C)O)C(=C4C(=C3C)O)O)O)O. Cell line: SF-295. Synergy scores: CSS=36.5, Synergy_ZIP=-5.90, Synergy_Bliss=-2.05, Synergy_Loewe=-15.6, Synergy_HSA=-3.29.